This data is from Catalyst prediction with 721,799 reactions and 888 catalyst types from USPTO. The task is: Predict which catalyst facilitates the given reaction. (1) Reactant: [F:1][C:2]1[C:7]([F:8])=[CH:6][CH:5]=[CH:4][C:3]=1[C:9]1[N:34]=[C:12]2[CH:13]=[N:14][N:15]([CH2:17][C:18]3[O:22][N:21]=[C:20]([C:23]4[CH:28]=[CH:27][C:26]([OH:29])=[CH:25][C:24]=4[C:30]([F:33])([F:32])[F:31])[CH:19]=3)[CH:16]=[C:11]2[N:10]=1.Cl[CH2:36][C:37]([N:39]1[CH2:44][CH2:43][O:42][CH2:41][CH2:40]1)=[O:38].C([O-])([O-])=O.[K+].[K+]. Product: [F:1][C:2]1[C:7]([F:8])=[CH:6][CH:5]=[CH:4][C:3]=1[C:9]1[N:34]=[C:12]2[CH:13]=[N:14][N:15]([CH2:17][C:18]3[O:22][N:21]=[C:20]([C:23]4[CH:28]=[CH:27][C:26]([O:29][CH2:36][C:37]([N:39]5[CH2:44][CH2:43][O:42][CH2:41][CH2:40]5)=[O:38])=[CH:25][C:24]=4[C:30]([F:32])([F:33])[F:31])[CH:19]=3)[CH:16]=[C:11]2[N:10]=1. The catalyst class is: 3. (2) Reactant: [NH2:1][C:2]1[CH:7]=[CH:6][C:5]([CH:8]2[CH2:12][CH2:11][N:10]([C:13]([O:15][C:16]([CH3:19])([CH3:18])[CH3:17])=[O:14])[CH2:9]2)=[CH:4][CH:3]=1.CN1CCOCC1.CN(C(ON1N=NC2C=CC=CC1=2)=[N+](C)C)C.[B-](F)(F)(F)F.[C:49]1([C@@H:55]([CH3:59])[C:56](O)=[O:57])[CH:54]=[CH:53][CH:52]=[CH:51][CH:50]=1. Product: [C:16]([O:15][C:13]([N:10]1[CH2:11][CH2:12][CH:8]([C:5]2[CH:4]=[CH:3][C:2]([NH:1][C:56](=[O:57])[C@@H:55]([C:49]3[CH:54]=[CH:53][CH:52]=[CH:51][CH:50]=3)[CH3:59])=[CH:7][CH:6]=2)[CH2:9]1)=[O:14])([CH3:19])([CH3:18])[CH3:17]. The catalyst class is: 1. (3) Reactant: [NH2:1][C:2]1[C:7]([NH2:8])=[CH:6][C:5](Br)=[CH:4][N:3]=1.[N:10]1[CH:15]=[CH:14][C:13](B(O)O)=[CH:12][CH:11]=1.C([O-])([O-])=O.[Na+].[Na+]. Product: [N:10]1[CH:15]=[CH:14][C:13]([C:5]2[CH:6]=[C:7]([NH2:8])[C:2]([NH2:1])=[N:3][CH:4]=2)=[CH:12][CH:11]=1. The catalyst class is: 176. (4) Reactant: [CH3:1][C:2]1[C:7]([C:8]#[N:9])=[CH:6][N:5]=[CH:4][CH:3]=1.C(N(CC)CC)C.[SH2:17]. Product: [CH3:1][C:2]1[CH:3]=[CH:4][N:5]=[CH:6][C:7]=1[C:8](=[S:17])[NH2:9]. The catalyst class is: 9. (5) Reactant: [N:1]1[C:10]2[C:5](=[CH:6][CH:7]=[CH:8][CH:9]=2)[CH:4]=[CH:3][C:2]=1/[CH:11]=[CH:12]/[C:13]1[NH:14][C:15]2[C:16]([N:25]=1)=[C:17]1[C:22](=[CH:23][CH:24]=2)[N:21]=[CH:20][CH:19]=[CH:18]1.[H-].[Na+].[C:28]1(C)C=CC(S(OC)(=O)=O)=CC=1. Product: [CH3:28][N:14]1[C:15]2[C:16](=[C:17]3[C:22](=[CH:23][CH:24]=2)[N:21]=[CH:20][CH:19]=[CH:18]3)[N:25]=[C:13]1/[CH:12]=[CH:11]/[C:2]1[CH:3]=[CH:4][C:5]2[C:10](=[CH:9][CH:8]=[CH:7][CH:6]=2)[N:1]=1. The catalyst class is: 3. (6) The catalyst class is: 14. Product: [N:16]1[C:6]2[CH2:7][S:8][CH2:9][C:5]=2[C:1](=[O:2])[NH:17][CH:15]=1. Reactant: [C:1]([CH:5]1[CH2:9][S:8][CH2:7][C:6]1=O)(OC)=[O:2].C(O)(=O)C.[CH:15]([NH2:17])=[NH:16].[O-]CC.[Na+]. (7) Reactant: [O:1]=[C:2]1[CH2:11][CH2:10][CH2:9][C:8]2[CH:7]=[C:6]([NH:12][C:13](=[O:15])[CH3:14])[CH:5]=[CH:4][C:3]1=2.[BH4-].[Na+].O. Product: [OH:1][CH:2]1[CH2:11][CH2:10][CH2:9][C:8]2[CH:7]=[C:6]([NH:12][C:13](=[O:15])[CH3:14])[CH:5]=[CH:4][C:3]1=2. The catalyst class is: 5. (8) Reactant: [F:1][C:2]1[N:7]=[C:6]([NH2:8])[CH:5]=[CH:4][CH:3]=1.[Cl:9][C:10](Cl)([Cl:14])[C:11](=O)[CH3:12]. Product: [Cl:9][CH:10]([Cl:14])[C:11]1[N:8]=[C:6]2[CH:5]=[CH:4][CH:3]=[C:2]([F:1])[N:7]2[CH:12]=1. The catalyst class is: 57. (9) Reactant: [F:1][C:2]([F:19])([C:13]1[CH:18]=[CH:17][CH:16]=[CH:15][CH:14]=1)[C:3]1[O:7][N:6]=[C:5]([C:8]([O:10]CC)=[O:9])[CH:4]=1.O.[OH-].[Li+].Cl.O1CCOCC1. Product: [F:19][C:2]([F:1])([C:13]1[CH:14]=[CH:15][CH:16]=[CH:17][CH:18]=1)[C:3]1[O:7][N:6]=[C:5]([C:8]([OH:10])=[O:9])[CH:4]=1. The catalyst class is: 1.